Dataset: NCI-60 drug combinations with 297,098 pairs across 59 cell lines. Task: Regression. Given two drug SMILES strings and cell line genomic features, predict the synergy score measuring deviation from expected non-interaction effect. (1) Drug 1: C1C(C(OC1N2C=C(C(=O)NC2=O)F)CO)O. Drug 2: CC(C)CN1C=NC2=C1C3=CC=CC=C3N=C2N. Cell line: K-562. Synergy scores: CSS=18.1, Synergy_ZIP=-5.22, Synergy_Bliss=1.86, Synergy_Loewe=3.77, Synergy_HSA=4.07. (2) Drug 1: C1=C(C(=O)NC(=O)N1)N(CCCl)CCCl. Drug 2: C1=CC=C(C=C1)NC(=O)CCCCCCC(=O)NO. Cell line: OVCAR-4. Synergy scores: CSS=5.14, Synergy_ZIP=-2.36, Synergy_Bliss=-2.74, Synergy_Loewe=-23.2, Synergy_HSA=-2.66. (3) Drug 1: C1=NC(=NC(=O)N1C2C(C(C(O2)CO)O)O)N. Drug 2: C1=NC2=C(N1)C(=S)N=CN2. Cell line: A549. Synergy scores: CSS=27.8, Synergy_ZIP=-8.80, Synergy_Bliss=2.08, Synergy_Loewe=-0.414, Synergy_HSA=3.33. (4) Synergy scores: CSS=38.6, Synergy_ZIP=-1.23, Synergy_Bliss=-4.44, Synergy_Loewe=-33.8, Synergy_HSA=-4.52. Drug 1: CCCCC(=O)OCC(=O)C1(CC(C2=C(C1)C(=C3C(=C2O)C(=O)C4=C(C3=O)C=CC=C4OC)O)OC5CC(C(C(O5)C)O)NC(=O)C(F)(F)F)O. Cell line: OVCAR3. Drug 2: CS(=O)(=O)OCCCCOS(=O)(=O)C. (5) Drug 1: CC12CCC(CC1=CCC3C2CCC4(C3CC=C4C5=CN=CC=C5)C)O. Drug 2: CN1CCC(CC1)COC2=C(C=C3C(=C2)N=CN=C3NC4=C(C=C(C=C4)Br)F)OC. Cell line: MCF7. Synergy scores: CSS=15.4, Synergy_ZIP=-2.19, Synergy_Bliss=4.12, Synergy_Loewe=2.95, Synergy_HSA=4.18. (6) Drug 1: CC1=C(C(=CC=C1)Cl)NC(=O)C2=CN=C(S2)NC3=CC(=NC(=N3)C)N4CCN(CC4)CCO. Drug 2: CC1CCC2CC(C(=CC=CC=CC(CC(C(=O)C(C(C(=CC(C(=O)CC(OC(=O)C3CCCCN3C(=O)C(=O)C1(O2)O)C(C)CC4CCC(C(C4)OC)OCCO)C)C)O)OC)C)C)C)OC. Cell line: UACC62. Synergy scores: CSS=1.59, Synergy_ZIP=-0.142, Synergy_Bliss=2.21, Synergy_Loewe=1.23, Synergy_HSA=1.60.